Dataset: Full USPTO retrosynthesis dataset with 1.9M reactions from patents (1976-2016). Task: Predict the reactants needed to synthesize the given product. (1) Given the product [C:12]([C:10]1[S:11][C:7]([C:3]2[CH:2]=[N+:1]([O-:23])[CH:6]=[CH:5][CH:4]=2)=[CH:8][CH:9]=1)([OH:14])=[O:13], predict the reactants needed to synthesize it. The reactants are: [N:1]1[CH:6]=[CH:5][CH:4]=[C:3]([C:7]2[S:11][C:10]([C:12]([OH:14])=[O:13])=[CH:9][CH:8]=2)[CH:2]=1.ClC1C=C(C(OO)=[O:23])C=CC=1. (2) Given the product [C:16]([CH2:15][O:14][C:13]1[CH:12]=[C:11]([NH:10][C:7]([C:5]2[O:6][C:2]([Br:1])=[CH:3][CH:4]=2)=[O:9])[CH:20]=[CH:19][CH:18]=1)#[N:17], predict the reactants needed to synthesize it. The reactants are: [Br:1][C:2]1[O:6][C:5]([C:7]([OH:9])=O)=[CH:4][CH:3]=1.[NH2:10][C:11]1[CH:12]=[C:13]([CH:18]=[CH:19][CH:20]=1)[O:14][CH2:15][C:16]#[N:17]. (3) Given the product [NH2:27][C:28]1[N:29]=[C:30]([C:14]2[CH:15]=[CH:16][C:11]3[N:12]([CH:26]=[C:9]([C:7]([C:1]4[CH:2]=[CH:3][CH:4]=[CH:5][CH:6]=4)=[O:8])[N:10]=3)[CH:13]=2)[CH:31]=[CH:32][CH:33]=1, predict the reactants needed to synthesize it. The reactants are: [C:1]1([C:7]([C:9]2[N:10]=[C:11]3[CH:16]=[CH:15][C:14](B4OC(C)(C)C(C)(C)O4)=[CH:13][N:12]3[CH:26]=2)=[O:8])[CH:6]=[CH:5][CH:4]=[CH:3][CH:2]=1.[NH2:27][C:28]1[CH:33]=[CH:32][CH:31]=[C:30](Br)[N:29]=1.C(=O)([O-])[O-].[Na+].[Na+].C1(C)C=CC=CC=1. (4) Given the product [C:1]([OH:6])(=[O:5])[CH:2]([CH3:4])[OH:3].[C:7]([OH:15])(=[O:14])[C:8]([CH2:10][C:11]([OH:13])=[O:12])=[CH2:9].[C:25]1(=[O:32])[O:31][CH2:30][CH2:29][CH2:28][CH2:27][CH2:26]1, predict the reactants needed to synthesize it. The reactants are: [C:1]([OH:6])(=[O:5])[C@H:2]([CH3:4])[OH:3].[C:7]([OH:15])(=[O:14])[C:8]([CH2:10][C:11]([OH:13])=[O:12])=[CH2:9].OCC(CO)(CO)CO.[C:25]1(=[O:32])[O:31][CH2:30][CH2:29][CH2:28][CH2:27][CH2:26]1.[Sn+2]. (5) Given the product [NH2:1][C:2]1[CH:17]=[CH:16][C:5]2[N:6]([C:9]3[CH:14]=[CH:13][CH:12]=[CH:11][C:10]=3[O:15][CH2:20][C:19]#[CH:18])[CH:7]=[N:8][C:4]=2[CH:3]=1, predict the reactants needed to synthesize it. The reactants are: [NH2:1][C:2]1[CH:17]=[CH:16][C:5]2[N:6]([C:9]3[CH:14]=[CH:13][CH:12]=[CH:11][C:10]=3[OH:15])[CH:7]=[N:8][C:4]=2[CH:3]=1.[CH2:18](Br)[C:19]#[CH:20].C([O-])([O-])=O.[K+].[K+].CC(C)=O.